Predict the reaction yield, written as a fraction of the theoretical maximum amount of product (1.0 means a 100% yield; for example, 0.34 means a 34% yield). From a dataset of Reaction yield outcomes from USPTO patents with 853,638 reactions. (1) The reactants are [Cl:1][C:2]1[N:7]=[C:6]([NH:8][CH:9]2[CH2:12][CH2:11][CH2:10]2)[CH:5]=[N:4][CH:3]=1.[CH2:13]([Li])CCC.CI.[Cl-].[NH4+]. The catalyst is C1COCC1. The product is [Cl:1][C:2]1[N:7]=[C:6]([N:8]([CH:9]2[CH2:12][CH2:11][CH2:10]2)[CH3:13])[CH:5]=[N:4][CH:3]=1. The yield is 0.850. (2) The reactants are [NH2:1][C:2]1[CH:3]=[C:4]([CH:17]=[CH:18][CH:19]=1)[O:5][C:6]1[C:15]2[NH:14][C:13](=[O:16])[CH:12]=[N:11][C:10]=2[N:9]=[CH:8][CH:7]=1.[F:20][C:21]1[CH:26]=[CH:25][C:24]([C:27]([F:30])([F:29])[F:28])=[CH:23][C:22]=1[N:31]=[C:32]=[O:33]. No catalyst specified. The product is [F:20][C:21]1[CH:26]=[CH:25][C:24]([C:27]([F:30])([F:29])[F:28])=[CH:23][C:22]=1[NH:31][C:32]([NH:1][C:2]1[CH:19]=[CH:18][CH:17]=[C:4]([O:5][C:6]2[C:15]3[NH:14][C:13](=[O:16])[CH:12]=[N:11][C:10]=3[N:9]=[CH:8][CH:7]=2)[CH:3]=1)=[O:33]. The yield is 0.730.